Dataset: Forward reaction prediction with 1.9M reactions from USPTO patents (1976-2016). Task: Predict the product of the given reaction. (1) Given the reactants [CH3:1][C:2]([S:23]([CH3:26])(=[O:25])=[O:24])([CH2:8][CH2:9][C:10]1[CH:15]=[CH:14][C:13]([S:16][C:17]2[CH:22]=[CH:21][CH:20]=[CH:19][CH:18]=2)=[CH:12][CH:11]=1)[C:3]([O:5]CC)=[O:4].O.[OH-].[Li+].O, predict the reaction product. The product is: [CH3:1][C:2]([S:23]([CH3:26])(=[O:24])=[O:25])([CH2:8][CH2:9][C:10]1[CH:15]=[CH:14][C:13]([S:16][C:17]2[CH:22]=[CH:21][CH:20]=[CH:19][CH:18]=2)=[CH:12][CH:11]=1)[C:3]([OH:5])=[O:4]. (2) Given the reactants [C:1]([O:5][C@@H:6]([C:12]1[C:13]([CH3:44])=[N:14][C:15]([CH3:43])=[C:16]([C:26]2[CH:31]=[CH:30][C:29]([O:32][CH2:33][CH2:34][CH2:35][C:36]3[CH:41]=[CH:40][C:39]([F:42])=[CH:38][CH:37]=3)=[CH:28][CH:27]=2)[C:17]=1[N:18]1[CH2:23][CH2:22][C:21]([CH3:25])([CH3:24])[CH2:20][CH2:19]1)[C:7]([O:9]CC)=[O:8])([CH3:4])([CH3:3])[CH3:2].[Li+].[OH-], predict the reaction product. The product is: [C:1]([O:5][C@@H:6]([C:12]1[C:13]([CH3:44])=[N:14][C:15]([CH3:43])=[C:16]([C:26]2[CH:27]=[CH:28][C:29]([O:32][CH2:33][CH2:34][CH2:35][C:36]3[CH:41]=[CH:40][C:39]([F:42])=[CH:38][CH:37]=3)=[CH:30][CH:31]=2)[C:17]=1[N:18]1[CH2:23][CH2:22][C:21]([CH3:25])([CH3:24])[CH2:20][CH2:19]1)[C:7]([OH:9])=[O:8])([CH3:4])([CH3:2])[CH3:3]. (3) Given the reactants C1CCN2C(=NCCC2)CC1.[Cl:12][C:13]1[C:14]([C:34]2[CH:39]=[CH:38][C:37]([C:40]3[CH:45]=[CH:44][CH:43]=[CH:42][CH:41]=3)=[CH:36][CH:35]=2)=[CH:15][C:16]2[N:20]=[C:19](S(C)(=O)=O)[N:18]([CH2:25][O:26][CH2:27][CH2:28][Si:29]([CH3:32])([CH3:31])[CH3:30])[C:17]=2[CH:33]=1.[C:46]([Si:50]1([C:60]([CH3:63])([CH3:62])[CH3:61])[O:55][C@H:54]2[C@H:56]([OH:59])[CH2:57][O:58][C@@H:53]2[CH2:52][O:51]1)([CH3:49])([CH3:48])[CH3:47], predict the reaction product. The product is: [C:60]([Si:50]1([C:46]([CH3:49])([CH3:48])[CH3:47])[O:55][C@H:54]2[C@H:56]([O:59][C:19]3[N:18]([CH2:25][O:26][CH2:27][CH2:28][Si:29]([CH3:32])([CH3:31])[CH3:30])[C:17]4[CH:33]=[C:13]([Cl:12])[C:14]([C:34]5[CH:39]=[CH:38][C:37]([C:40]6[CH:45]=[CH:44][CH:43]=[CH:42][CH:41]=6)=[CH:36][CH:35]=5)=[CH:15][C:16]=4[N:20]=3)[CH2:57][O:58][C@@H:53]2[CH2:52][O:51]1)([CH3:63])([CH3:62])[CH3:61].